Predict the reaction yield, written as a fraction of the theoretical maximum amount of product (1.0 means a 100% yield; for example, 0.34 means a 34% yield). From a dataset of Reaction yield outcomes from USPTO patents with 853,638 reactions. (1) The reactants are [CH3:1][O:2][C:3]([C:5]1[CH:14]=[N:13][CH:12]=[C:11]2[C:6]=1[CH2:7][CH2:8][N:9]([C:15]1[CH:16]=[C:17]([CH:21]=[CH:22][CH:23]=1)[C:18]([OH:20])=O)[CH2:10]2)=[O:4].C(N(CC)CC)C.CCCP(=O)=O.[CH:37]([C:40]1[CH:41]=[C:42]([CH:44]=[CH:45][CH:46]=1)[NH2:43])([CH3:39])[CH3:38]. The catalyst is CN(C1C=CN=CC=1)C.ClCCCl. The product is [CH:37]([C:40]1[CH:41]=[C:42]([NH:43][C:18]([C:17]2[CH:16]=[C:15]([N:9]3[CH2:10][C:11]4[CH:12]=[N:13][CH:14]=[C:5]([C:3]([O:2][CH3:1])=[O:4])[C:6]=4[CH2:7][CH2:8]3)[CH:23]=[CH:22][CH:21]=2)=[O:20])[CH:44]=[CH:45][CH:46]=1)([CH3:39])[CH3:38]. The yield is 0.680. (2) The reactants are [CH2:1]([O:3][C:4]([CH:6]1[C:18]2[C:17]3[C:12](=[C:13](Cl)[CH:14]=[CH:15][C:16]=3[O:19][CH3:20])[N:11]([CH2:22][CH2:23][F:24])[C:10]=2[CH2:9][CH2:8][CH2:7]1)=[O:5])[CH3:2].C(N(CC)CC)C. The catalyst is CO.[Pd]. The product is [CH2:1]([O:3][C:4]([CH:6]1[C:18]2[C:17]3[C:12](=[CH:13][CH:14]=[CH:15][C:16]=3[O:19][CH3:20])[N:11]([CH2:22][CH2:23][F:24])[C:10]=2[CH2:9][CH2:8][CH2:7]1)=[O:5])[CH3:2]. The yield is 0.880. (3) The yield is 0.920. The reactants are [F:1][C:2]1[CH:7]=[CH:6][C:5]([F:8])=[CH:4][C:3]=1[CH:9]([S:18]([C:21]1[CH:26]=[CH:25][C:24](F)=[CH:23][CH:22]=1)(=[O:20])=[O:19])[CH2:10][CH2:11][CH2:12][CH2:13][S:14]([CH3:17])(=[O:16])=[O:15].[NH:28]1[CH2:33][CH2:32][O:31][CH2:30][CH2:29]1.CN1CCCCC1. The product is [F:1][C:2]1[CH:7]=[CH:6][C:5]([F:8])=[CH:4][C:3]=1[CH:9]([S:18]([C:21]1[CH:22]=[CH:23][C:24]([N:28]2[CH2:33][CH2:32][O:31][CH2:30][CH2:29]2)=[CH:25][CH:26]=1)(=[O:19])=[O:20])[CH2:10][CH2:11][CH2:12][CH2:13][S:14]([CH3:17])(=[O:15])=[O:16]. The catalyst is CS(C)=O. (4) The reactants are [Li+].[BH4-].[CH2:3]([O:10][N:11]1[C:17](=[O:18])[N:16]2[CH2:19][C@H:12]1[CH2:13][CH2:14][C@H:15]2[C:20](OCC)=[O:21])[C:4]1[CH:9]=[CH:8][CH:7]=[CH:6][CH:5]=1. The catalyst is CO. The product is [CH2:3]([O:10][N:11]1[C:17](=[O:18])[N:16]2[CH2:19][C@H:12]1[CH2:13][CH2:14][C@H:15]2[CH2:20][OH:21])[C:4]1[CH:5]=[CH:6][CH:7]=[CH:8][CH:9]=1. The yield is 0.880. (5) The reactants are [N:1]1[CH:6]=[CH:5][CH:4]=[C:3]([CH:7]([CH3:14])[CH2:8][C:9](OCC)=[O:10])[CH:2]=1.[NH3:15]. No catalyst specified. The product is [N:1]1[CH:6]=[CH:5][CH:4]=[C:3]([CH:7]([CH3:14])[CH2:8][C:9]([NH2:15])=[O:10])[CH:2]=1. The yield is 0.470. (6) The reactants are [Cl:1][C:2]1[S:3][C:4]([Cl:14])=[C:5]([Cl:13])[C:6]=1[C@@H:7]1[CH2:9][C@H:8]1[C:10](=O)[CH3:11].N1C=CC=CC=1.Cl.[CH3:22][O:23][NH2:24]. The catalyst is CO.O. The product is [CH3:22][O:23][N:24]=[C:10]([C@@H:8]1[CH2:9][C@H:7]1[C:6]1[C:5]([Cl:13])=[C:4]([Cl:14])[S:3][C:2]=1[Cl:1])[CH3:11]. The yield is 0.950. (7) The reactants are [CH:1]([O:4][C:5](=[O:33])[NH:6][C:7]1[CH:12]=[CH:11][C:10]([C:13]2[N:14]([CH:29]3[CH2:32][CH2:31][CH2:30]3)[C:15]3[C:20]([C:21]=2[C:22]#[N:23])=[CH:19][CH:18]=[C:17]([O:24][CH2:25][CH:26]2[CH2:28][O:27]2)[CH:16]=3)=[CH:9][CH:8]=1)([CH3:3])[CH3:2].[Na].[NH:35]1[CH:39]=[N:38][CH:37]=[N:36]1. The catalyst is CN(C=O)C. The product is [CH:1]([O:4][C:5](=[O:33])[NH:6][C:7]1[CH:12]=[CH:11][C:10]([C:13]2[N:14]([CH:29]3[CH2:30][CH2:31][CH2:32]3)[C:15]3[C:20]([C:21]=2[C:22]#[N:23])=[CH:19][CH:18]=[C:17]([O:24][CH2:25][CH:26]([OH:27])[CH2:28][N:35]2[CH:39]=[N:38][CH:37]=[N:36]2)[CH:16]=3)=[CH:9][CH:8]=1)([CH3:2])[CH3:3]. The yield is 0.630. (8) The reactants are [NH2:1][C:2]1[CH:3]=[C:4]([C@:8]23[CH2:16][N:15]([C:17]4[N:22]=[CH:21][C:20]([F:23])=[CH:19][N:18]=4)[CH2:14][C@H:13]2[CH2:12][S:11][C:10]([NH:24][C:25](=[O:32])[C:26]2[CH:31]=[CH:30][CH:29]=[CH:28][CH:27]=2)=[N:9]3)[CH:5]=[CH:6][CH:7]=1.[CH3:33][O:34][C:35]1[N:36]=[CH:37][C:38]([C:41](O)=[O:42])=[N:39][CH:40]=1.ON1C2C=CC=CC=2N=N1.Cl.CN(C)CCCN=C=NCC.[OH-].[Na+]. The catalyst is ClCCl.CN(C)C=O.O. The product is [C:25]([NH:24][C:10]1[S:11][CH2:12][C@@H:13]2[CH2:14][N:15]([C:17]3[N:22]=[CH:21][C:20]([F:23])=[CH:19][N:18]=3)[CH2:16][C@:8]2([C:4]2[CH:3]=[C:2]([NH:1][C:41]([C:38]3[CH:37]=[N:36][C:35]([O:34][CH3:33])=[CH:40][N:39]=3)=[O:42])[CH:7]=[CH:6][CH:5]=2)[N:9]=1)(=[O:32])[C:26]1[CH:27]=[CH:28][CH:29]=[CH:30][CH:31]=1. The yield is 0.920. (9) The reactants are [C:1]([C:5]1[CH:10]=[CH:9][C:8]([CH2:11][C:12]#[N:13])=[CH:7][CH:6]=1)([CH3:4])([CH3:3])[CH3:2].C([O:16][C:17]([C:19]1[N:23]([CH3:24])[N:22]=[C:21]([CH3:25])[C:20]=1[CH3:26])=O)C.C(OCCOCCO)C.CO.C[O-].[Na+]. The catalyst is O.CCCCCCC. The product is [O:16]=[C:17]([C:19]1[N:23]([CH3:24])[N:22]=[C:21]([CH3:25])[C:20]=1[CH3:26])[CH:11]([C:8]1[CH:7]=[CH:6][C:5]([C:1]([CH3:4])([CH3:2])[CH3:3])=[CH:10][CH:9]=1)[C:12]#[N:13]. The yield is 0.858.